Predict which catalyst facilitates the given reaction. From a dataset of Catalyst prediction with 721,799 reactions and 888 catalyst types from USPTO. (1) Reactant: C(OC(=O)[NH:7][C@H:8]([C:10]1[N:18]([C:19]2[CH:20]=[C:21]([CH3:25])[CH:22]=[CH:23][CH:24]=2)[C:13]2=[N:14][CH:15]=[CH:16][CH:17]=[C:12]2[N:11]=1)[CH3:9])(C)(C)C.C(O)(C(F)(F)F)=O. Product: [C:21]1([CH3:25])[CH:22]=[CH:23][CH:24]=[C:19]([N:18]2[C:13]3=[N:14][CH:15]=[CH:16][CH:17]=[C:12]3[N:11]=[C:10]2[C@@H:8]([NH2:7])[CH3:9])[CH:20]=1. The catalyst class is: 2. (2) Reactant: [CH2:1]([N:8]1[C:13](=[O:14])[C:12](Cl)=[C:11]([Cl:16])[CH:10]=[N:9]1)[C:2]1[CH:7]=[CH:6][CH:5]=[CH:4][CH:3]=1.[Cl:17][C:18]1[CH:23]=[CH:22][C:21](B(O)O)=[CH:20][CH:19]=1.C([O-])([O-])=O.[Na+].[Na+].O. Product: [CH2:1]([N:8]1[C:13](=[O:14])[C:12]([C:21]2[CH:22]=[CH:23][C:18]([Cl:17])=[CH:19][CH:20]=2)=[C:11]([Cl:16])[CH:10]=[N:9]1)[C:2]1[CH:7]=[CH:6][CH:5]=[CH:4][CH:3]=1. The catalyst class is: 109. (3) Reactant: [Si:1]([O:8][C:9]1([C:12](OC)=[O:13])[CH2:11][CH2:10]1)([C:4]([CH3:7])([CH3:6])[CH3:5])([CH3:3])[CH3:2].[H-].C([Al+]CC(C)C)C(C)C.O. Product: [Si:1]([O:8][C:9]1([CH2:12][OH:13])[CH2:10][CH2:11]1)([C:4]([CH3:7])([CH3:6])[CH3:5])([CH3:3])[CH3:2]. The catalyst class is: 7. (4) Reactant: ClCCl.F[C:5]1[CH:12]=[CH:11][C:8]([CH:9]=[O:10])=[CH:7][C:6]=1[N+:13]([O-:15])=[O:14].C(N(C(C)C)CC)(C)C.[NH:25]1[CH2:30][CH2:29][O:28][CH2:27][CH2:26]1. Product: [O:28]1[CH2:29][CH2:30][N:25]([C:5]2[CH:12]=[CH:11][C:8]([CH:9]=[O:10])=[CH:7][C:6]=2[N+:13]([O-:15])=[O:14])[CH2:26][CH2:27]1. The catalyst class is: 84. (5) Reactant: [F:1][C:2]1[CH:7]=[C:6]([C:8]([F:11])([F:10])[F:9])[CH:5]=[CH:4][C:3]=1[NH:12][C:13]1[C:22]2[CH:21]=[CH:20][CH:19]=[C:18]([NH2:23])[C:17]=2[CH:16]=[CH:15][N:14]=1.[Cl:24][C:25]1[CH:33]=[CH:32][C:31]([CH2:34][NH:35][C:36](=[O:41])[C:37]([CH3:40])([CH3:39])[CH3:38])=[CH:30][C:26]=1[C:27](O)=[O:28].C(Cl)(=O)C(Cl)=O.CCN(C(C)C)C(C)C. Product: [Cl:24][C:25]1[CH:33]=[CH:32][C:31]([CH2:34][NH:35][C:36](=[O:41])[C:37]([CH3:39])([CH3:38])[CH3:40])=[CH:30][C:26]=1[C:27]([NH:23][C:18]1[CH:19]=[CH:20][CH:21]=[C:22]2[C:17]=1[CH:16]=[CH:15][N:14]=[C:13]2[NH:12][C:3]1[CH:4]=[CH:5][C:6]([C:8]([F:9])([F:10])[F:11])=[CH:7][C:2]=1[F:1])=[O:28]. The catalyst class is: 85. (6) Reactant: C([O:8][C:9]1[CH:14]=[C:13]([F:15])[C:12]([F:16])=[CH:11][C:10]=1[CH2:17][CH:18]=[CH:19][C:20]1[CH:72]=[C:23]2[N:24]=[C:25]([CH3:71])[C:26]([C@H:60]([O:66][C:67]([CH3:70])([CH3:69])[CH3:68])[C:61]([O:63][CH2:64][CH3:65])=[O:62])=[C:27]([N:28]3[CH2:33][CH2:32][C:31]([O:35][CH2:36][CH2:37][CH2:38][CH2:39][C@H:40]([O:42][Si](C(C)(C)C)(C4C=CC=CC=4)C4C=CC=CC=4)[CH3:41])([CH3:34])[CH2:30][CH2:29]3)[N:22]2[N:21]=1)C1C=CC=CC=1.[H][H].CCCC[N+](CCCC)(CCCC)CCCC.[F-]. Product: [C:67]([O:66][C@@H:60]([C:26]1[C:25]([CH3:71])=[N:24][C:23]2[N:22]([N:21]=[C:20]([CH2:19][CH2:18][CH2:17][C:10]3[CH:11]=[C:12]([F:16])[C:13]([F:15])=[CH:14][C:9]=3[OH:8])[CH:72]=2)[C:27]=1[N:28]1[CH2:33][CH2:32][C:31]([O:35][CH2:36][CH2:37][CH2:38][CH2:39][C@H:40]([OH:42])[CH3:41])([CH3:34])[CH2:30][CH2:29]1)[C:61]([O:63][CH2:64][CH3:65])=[O:62])([CH3:68])([CH3:69])[CH3:70]. The catalyst class is: 791. (7) Reactant: [F:1][C:2]1[C:23]([F:24])=[CH:22][CH:21]=[CH:20][C:3]=1[O:4][C:5]1[CH:10]=[CH:9][N:8]([CH:11]([CH2:15][CH:16]([CH3:18])[CH3:17])[C:12](O)=[O:13])[C:7](=[O:19])[CH:6]=1.C(N(CC)C(C)C)(C)C.F[P-](F)(F)(F)(F)F.N1(OC(N(C)C)=[N+](C)C)C2N=CC=CC=2N=N1.[CH3:58][N:59]1[CH:63]=[CH:62][C:61]([NH2:64])=[N:60]1. Product: [CH3:58][N:59]1[CH:63]=[CH:62][C:61]([NH:64][C:12](=[O:13])[CH:11]([N:8]2[CH:9]=[CH:10][C:5]([O:4][C:3]3[CH:20]=[CH:21][CH:22]=[C:23]([F:24])[C:2]=3[F:1])=[CH:6][C:7]2=[O:19])[CH2:15][CH:16]([CH3:18])[CH3:17])=[N:60]1. The catalyst class is: 42. (8) Reactant: [Cl:1][C:2]1[CH:3]=[CH:4][C:5]2[N:6]([C:8]([CH:11]([C:13]3[C:14]([F:24])=[C:15]4[C:20](=[CH:21][C:22]=3[F:23])[N:19]=[CH:18][CH:17]=[CH:16]4)O)=[CH:9][N:10]=2)[N:7]=1.II.O[PH2]=O.[OH-].[Na+]. Product: [Cl:1][C:2]1[CH:3]=[CH:4][C:5]2[N:6]([C:8]([CH2:11][C:13]3[C:14]([F:24])=[C:15]4[C:20](=[CH:21][C:22]=3[F:23])[N:19]=[CH:18][CH:17]=[CH:16]4)=[CH:9][N:10]=2)[N:7]=1. The catalyst class is: 15.